Dataset: NCI-60 drug combinations with 297,098 pairs across 59 cell lines. Task: Regression. Given two drug SMILES strings and cell line genomic features, predict the synergy score measuring deviation from expected non-interaction effect. Drug 1: C#CCC(CC1=CN=C2C(=N1)C(=NC(=N2)N)N)C3=CC=C(C=C3)C(=O)NC(CCC(=O)O)C(=O)O. Drug 2: C1CC(=O)NC(=O)C1N2C(=O)C3=CC=CC=C3C2=O. Cell line: SK-MEL-5. Synergy scores: CSS=-3.35, Synergy_ZIP=1.14, Synergy_Bliss=-1.66, Synergy_Loewe=-2.07, Synergy_HSA=-3.37.